Dataset: Full USPTO retrosynthesis dataset with 1.9M reactions from patents (1976-2016). Task: Predict the reactants needed to synthesize the given product. (1) Given the product [C:24]([O:23][C:17](=[O:22])[CH2:18][C:10]([C:9]1[CH:13]=[CH:14][N:15]=[C:7]([N:2]2[CH:6]=[CH:5][N:4]=[CH:3]2)[CH:8]=1)=[O:11])([CH3:27])([CH3:26])[CH3:25], predict the reactants needed to synthesize it. The reactants are: Cl.[N:2]1([C:7]2[CH:8]=[C:9]([CH:13]=[CH:14][N:15]=2)[C:10](Cl)=[O:11])[CH:6]=[CH:5][N:4]=[CH:3]1.[K+].[C:17]([O:23][C:24]([CH3:27])([CH3:26])[CH3:25])(=[O:22])[CH2:18]C([O-])=O.CCN(CC)CC.[Mg+2].[Cl-].[Cl-]. (2) Given the product [OH:28][C:2]1[C:11]2[C:6](=[CH:7][C:8]([N:12]3[C:20]4[CH2:19][C:18]([CH3:22])([CH3:21])[CH2:17][C:16](=[O:23])[C:15]=4[C:14]([CH3:24])=[CH:13]3)=[CH:9][CH:10]=2)[N:5]=[CH:4][N:3]=1, predict the reactants needed to synthesize it. The reactants are: N[C:2]1[C:11]2[C:6](=[CH:7][C:8]([N:12]3[C:20]4[CH2:19][C:18]([CH3:22])([CH3:21])[CH2:17][C:16](=[O:23])[C:15]=4[C:14]([CH3:24])=[CH:13]3)=[CH:9][CH:10]=2)[N:5]=[CH:4][N:3]=1.Cl.C(OCC)(=[O:28])C.O. (3) Given the product [CH:49]1([NH:54][C:30](=[O:31])[C:29]2[CH:33]=[CH:34][CH:35]=[C:27]([C:10]3[C:11]4[CH:17]=[CH:16][C:15](=[O:18])[N:14]([C:19]5[C:20]([F:26])=[CH:21][CH:22]=[CH:23][C:24]=5[F:25])[C:12]=4[N:13]=[C:8]([NH:7][CH2:6][CH2:5][CH2:4][N:3]([CH2:37][CH3:38])[CH2:1][CH3:2])[N:9]=3)[C:28]=2[CH3:36])[CH2:51][CH2:50]1, predict the reactants needed to synthesize it. The reactants are: [CH2:1]([N:3]([CH2:37][CH3:38])[CH2:4][CH2:5][CH2:6][NH:7][C:8]1[N:9]=[C:10]([C:27]2[C:28]([CH3:36])=[C:29]([CH:33]=[CH:34][CH:35]=2)[C:30](O)=[O:31])[C:11]2[CH:17]=[CH:16][C:15](=[O:18])[N:14]([C:19]3[C:24]([F:25])=[CH:23][CH:22]=[CH:21][C:20]=3[F:26])[C:12]=2[N:13]=1)[CH3:2].CN(C(O[N:54]1N=[N:54][C:49]2[CH:50]=[CH:51][CH:51]=[CH:50][C:49]1=2)=[N+](C)C)C.F[P-](F)(F)(F)(F)F.C(N(CC)CC)C.C1(N)CC1.